From a dataset of Forward reaction prediction with 1.9M reactions from USPTO patents (1976-2016). Predict the product of the given reaction. Given the reactants OC(C(F)(F)F)=O.[CH:8]([N:11]1[C:15]([C:16]2[S:17][C:18]3[CH2:19][CH2:20][O:21][C:22]4[CH:29]=[C:28]([CH:30]5[CH2:35][CH2:34][NH:33][CH2:32][CH2:31]5)[CH:27]=[CH:26][C:23]=4[C:24]=3[N:25]=2)=[N:14][CH:13]=[N:12]1)([CH3:10])[CH3:9].Br[CH2:37][CH2:38][O:39][CH:40]1[CH2:45][CH2:44][CH2:43][CH2:42][O:41]1.C(=O)([O-])[O-].[K+].[K+], predict the reaction product. The product is: [CH:8]([N:11]1[C:15]([C:16]2[S:17][C:18]3[CH2:19][CH2:20][O:21][C:22]4[CH:29]=[C:28]([CH:30]5[CH2:35][CH2:34][N:33]([CH2:37][CH2:38][O:39][CH:40]6[CH2:45][CH2:44][CH2:43][CH2:42][O:41]6)[CH2:32][CH2:31]5)[CH:27]=[CH:26][C:23]=4[C:24]=3[N:25]=2)=[N:14][CH:13]=[N:12]1)([CH3:10])[CH3:9].